Dataset: Full USPTO retrosynthesis dataset with 1.9M reactions from patents (1976-2016). Task: Predict the reactants needed to synthesize the given product. (1) Given the product [Cl:33][CH2:29][CH2:28][O:27][C:25]1[CH:24]=[CH:23][CH:22]=[C:21]2[C:26]=1[C:17]([NH:16][C:4]1[CH:5]=[CH:6][C:7]([O:8][CH2:9][C:10]3[CH:15]=[CH:14][CH:13]=[CH:12][N:11]=3)=[C:2]([Cl:1])[CH:3]=1)=[N:18][CH:19]=[N:20]2, predict the reactants needed to synthesize it. The reactants are: [Cl:1][C:2]1[CH:3]=[C:4]([NH:16][C:17]2[C:26]3[C:21](=[CH:22][CH:23]=[CH:24][C:25]=3[O:27][CH2:28][CH2:29]O)[N:20]=[CH:19][N:18]=2)[CH:5]=[CH:6][C:7]=1[O:8][CH2:9][C:10]1[CH:15]=[CH:14][CH:13]=[CH:12][N:11]=1.S(Cl)([Cl:33])=O. (2) Given the product [C:19]([O:18][C:16]([NH:15][CH2:14][CH:11]1[CH2:10][CH2:9][NH:8][CH2:13][CH2:12]1)=[O:17])([CH3:22])([CH3:20])[CH3:21], predict the reactants needed to synthesize it. The reactants are: C([N:8]1[CH2:13][CH2:12][CH:11]([CH2:14][NH:15][C:16]([O:18][C:19]([CH3:22])([CH3:21])[CH3:20])=[O:17])[CH2:10][CH2:9]1)C1C=CC=CC=1.[H][H]. (3) Given the product [OH:1][C:2]1[C:11]2[C:6](=[CH:7][CH:8]=[CH:9][CH:10]=2)[C:5]([NH:12][S:13]([C:16]2[S:17][CH:18]=[CH:19][CH:20]=2)(=[O:15])=[O:14])=[CH:4][C:3]=1[S:21][CH2:22][C:23]([OH:25])=[O:24], predict the reactants needed to synthesize it. The reactants are: [OH:1][C:2]1[C:11]2[C:6](=[CH:7][CH:8]=[CH:9][CH:10]=2)[C:5]([NH:12][S:13]([C:16]2[S:17][CH:18]=[CH:19][CH:20]=2)(=[O:15])=[O:14])=[CH:4][C:3]=1[S:21][CH2:22][C:23]([O:25]CC)=[O:24].Cl. (4) Given the product [F:12][C:13]1[CH:21]=[CH:20][C:19]([CH:22]=[O:23])=[CH:18][C:14]=1[C:15]([N:1]1[CH2:4][CH:3]([NH:5][C:6]2[N:7]=[CH:8][CH:9]=[CH:10][N:11]=2)[CH2:2]1)=[O:16], predict the reactants needed to synthesize it. The reactants are: [NH:1]1[CH2:4][CH:3]([NH:5][C:6]2[N:11]=[CH:10][CH:9]=[CH:8][N:7]=2)[CH2:2]1.[F:12][C:13]1[CH:21]=[CH:20][C:19]([CH:22]=[O:23])=[CH:18][C:14]=1[C:15](O)=[O:16].F[P-](F)(F)(F)(F)F.N1(OC(N(C)C)=[N+](C)C)C2C=CC=CC=2N=N1.C(N(CC)C(C)C)(C)C. (5) Given the product [O:36]=[C:22]([C:2]1[CH:9]=[CH:8][C:5]([CH:6]=[CH2:7])=[CH:4][CH:3]=1)[C:23]([O:25][C@@H:26]1[CH2:31][C@H:30]([CH3:32])[CH2:29][CH2:28][C@H:27]1[CH:33]([CH3:34])[CH3:35])=[O:24], predict the reactants needed to synthesize it. The reactants are: Br[C:2]1[CH:9]=[CH:8][C:5]([CH:6]=[CH2:7])=[CH:4][CH:3]=1.[Mg].C([C@@H]1CC[C@@H](C)C[C@H]1O[C:22](=[O:36])[C:23]([O:25][C@@H:26]1[CH2:31][C@H:30]([CH3:32])[CH2:29][CH2:28][C@H:27]1[CH:33]([CH3:35])[CH3:34])=[O:24])(C)C.[NH4+].[Cl-]. (6) Given the product [F:13][C:10]1[S:9][C:8]([C:6]2[N:7]=[C:2]([N:17]3[C:25]4[C:20](=[CH:21][C:22]([CH2:26][C:27]([O:29][CH3:30])=[O:28])=[CH:23][CH:24]=4)[CH2:19][CH2:18]3)[C:3]3[CH2:16][S:15][CH2:14][C:4]=3[N:5]=2)=[CH:12][CH:11]=1, predict the reactants needed to synthesize it. The reactants are: Cl[C:2]1[C:3]2[CH2:16][S:15][CH2:14][C:4]=2[N:5]=[C:6]([C:8]2[S:9][C:10]([F:13])=[CH:11][CH:12]=2)[N:7]=1.[NH:17]1[C:25]2[C:20](=[CH:21][C:22]([CH2:26][C:27]([O:29][CH3:30])=[O:28])=[CH:23][CH:24]=2)[CH2:19][CH2:18]1. (7) Given the product [CH3:1][C:2]1[CH:7]=[C:6]([C:8]([N:10]2[CH2:19][C:18]3[CH:17]=[N:16][N:15]([CH3:20])[C:14]=3[NH:13][C:12]3[CH:21]=[CH:22][CH:23]=[CH:24][C:11]2=3)=[O:9])[CH:5]=[CH:4][C:3]=1[CH2:25][CH2:26][C:27]([N:29]1[CH2:34][CH2:33][CH:32]([NH:44][CH2:43][CH2:42][N:36]2[CH2:41][CH2:40][O:39][CH2:38][CH2:37]2)[CH2:31][CH2:30]1)=[O:28], predict the reactants needed to synthesize it. The reactants are: [CH3:1][C:2]1[CH:7]=[C:6]([C:8]([N:10]2[CH2:19][C:18]3[CH:17]=[N:16][N:15]([CH3:20])[C:14]=3[NH:13][C:12]3[CH:21]=[CH:22][CH:23]=[CH:24][C:11]2=3)=[O:9])[CH:5]=[CH:4][C:3]=1[CH2:25][CH2:26][C:27]([N:29]1[CH2:34][CH2:33][C:32](=O)[CH2:31][CH2:30]1)=[O:28].[N:36]1([CH2:42][CH2:43][NH2:44])[CH2:41][CH2:40][O:39][CH2:38][CH2:37]1.C(O[BH-](OC(=O)C)OC(=O)C)(=O)C.[Na+].